Task: Predict the product of the given reaction.. Dataset: Forward reaction prediction with 1.9M reactions from USPTO patents (1976-2016) (1) Given the reactants Br[C:2]1[CH:10]=[C:9]2[C:5]([CH2:6][O:7][C:8]2([CH3:12])[CH3:11])=[CH:4][CH:3]=1.[Li]CCCC.CCCCCC.CN([CH:27]=[O:28])C.Cl, predict the reaction product. The product is: [CH3:11][C:8]1([CH3:12])[C:9]2[C:5](=[CH:4][CH:3]=[C:2]([CH:27]=[O:28])[CH:10]=2)[CH2:6][O:7]1. (2) Given the reactants [F:1][C:2]1[CH:3]=[CH:4][C:5]2[NH:9][C:8](=[O:10])[N:7]([CH:11]([CH3:13])[CH3:12])[C:6]=2[CH:14]=1.C(N(CC)CC)C.S([O:32][C:33]1([CH2:39][N:40]2[CH2:45][CH2:44][CH:43]([CH2:46][NH2:47])[CH2:42][CH2:41]2)[CH2:38][CH2:37][O:36][CH2:35][CH2:34]1)(C1C=CC(C)=CC=1)(=O)=O.[C:48](OCC)(=[O:50])C, predict the reaction product. The product is: [F:1][C:2]1[CH:3]=[CH:4][C:5]2[N:9]([C:48]([NH:47][CH2:46][CH:43]3[CH2:42][CH2:41][N:40]([CH2:39][C:33]4([OH:32])[CH2:34][CH2:35][O:36][CH2:37][CH2:38]4)[CH2:45][CH2:44]3)=[O:50])[C:8](=[O:10])[N:7]([CH:11]([CH3:12])[CH3:13])[C:6]=2[CH:14]=1. (3) Given the reactants C(OC([NH:8][CH2:9][CH2:10][C:11]1[CH:16]=[CH:15][C:14]([NH:17]/[C:18](=[C:25]2\[C:26](=[O:37])[NH:27][C:28]3[C:33]\2=[CH:32][C:31]([N+:34]([O-:36])=[O:35])=[CH:30][CH:29]=3)/[C:19]2[CH:24]=[CH:23][CH:22]=[CH:21][CH:20]=2)=[CH:13][CH:12]=1)=O)(C)(C)C.C(OCC)(=O)C.[ClH:44], predict the reaction product. The product is: [ClH:44].[NH2:8][CH2:9][CH2:10][C:11]1[CH:12]=[CH:13][C:14]([NH:17]/[C:18](=[C:25]2\[C:26](=[O:37])[NH:27][C:28]3[C:33]\2=[CH:32][C:31]([N+:34]([O-:36])=[O:35])=[CH:30][CH:29]=3)/[C:19]2[CH:24]=[CH:23][CH:22]=[CH:21][CH:20]=2)=[CH:15][CH:16]=1. (4) Given the reactants [C:1]12([NH:11][CH2:12][C:13]3[CH:18]=[CH:17][C:16](/[CH:19]=[CH:20]/[C:21]([O:23]C)=[O:22])=[CH:15][CH:14]=3)[CH2:10][CH:5]3[CH2:6][CH:7]([CH2:9][CH:3]([CH2:4]3)[CH2:2]1)[CH2:8]2.[OH-].[Na+].Cl, predict the reaction product. The product is: [C:1]12([NH:11][CH2:12][C:13]3[CH:18]=[CH:17][C:16](/[CH:19]=[CH:20]/[C:21]([OH:23])=[O:22])=[CH:15][CH:14]=3)[CH2:2][CH:3]3[CH2:9][CH:7]([CH2:6][CH:5]([CH2:4]3)[CH2:10]1)[CH2:8]2. (5) Given the reactants [C:1]1([C:7]2[CH:25]=[CH:24][C:10]3[O:11][C:12]4[CH:17]=[CH:16][C:15]([C:18]5[CH:23]=[CH:22][CH:21]=[CH:20][CH:19]=5)=[CH:14][C:13]=4[C:9]=3[CH:8]=2)[CH:6]=[CH:5][CH:4]=[CH:3][CH:2]=1.C([Li])CCC.[B:31](OC)([O:34]C)[O:32]C.Cl, predict the reaction product. The product is: [C:18]1([C:15]2[CH:16]=[C:17]([B:31]([OH:34])[OH:32])[C:12]3[O:11][C:10]4[CH:24]=[CH:25][C:7]([C:1]5[CH:6]=[CH:5][CH:4]=[CH:3][CH:2]=5)=[CH:8][C:9]=4[C:13]=3[CH:14]=2)[CH:19]=[CH:20][CH:21]=[CH:22][CH:23]=1.